From a dataset of Forward reaction prediction with 1.9M reactions from USPTO patents (1976-2016). Predict the product of the given reaction. (1) Given the reactants [Cl:1][C:2]1[C:7]2[NH:8][C:9](=[O:11])[NH:10][C:6]=2[CH:5]=[C:4]([C:12]([O:14]C)=[O:13])[CH:3]=1.[OH-].[Li+].O1CCCC1, predict the reaction product. The product is: [Cl:1][C:2]1[C:7]2[NH:8][C:9](=[O:11])[NH:10][C:6]=2[CH:5]=[C:4]([C:12]([OH:14])=[O:13])[CH:3]=1. (2) Given the reactants [CH3:1][O:2][C:3]1[CH:8]=[CH:7][C:6]([S:9][C:10]2[C:11]([C:23]([NH:25][C:26]3[S:27][C:28]([S:31][CH2:32][C:33]([O:35]CC)=[O:34])=[CH:29][N:30]=3)=[O:24])=[N:12][C:13]([S:16][C:17]3[N:21]([CH3:22])[CH:20]=[N:19][N:18]=3)=[CH:14][CH:15]=2)=[CH:5][CH:4]=1.[OH-].[Li+].Cl, predict the reaction product. The product is: [CH3:1][O:2][C:3]1[CH:4]=[CH:5][C:6]([S:9][C:10]2[C:11]([C:23]([NH:25][C:26]3[S:27][C:28]([S:31][CH2:32][C:33]([OH:35])=[O:34])=[CH:29][N:30]=3)=[O:24])=[N:12][C:13]([S:16][C:17]3[N:21]([CH3:22])[CH:20]=[N:19][N:18]=3)=[CH:14][CH:15]=2)=[CH:7][CH:8]=1. (3) Given the reactants [CH2:1]([C:8]1[CH:13]=[CH:12][CH:11]=[CH:10][C:9]=1[N+:14]([O-])=O)[C:2]1[CH:7]=[CH:6][CH:5]=[CH:4][CH:3]=1, predict the reaction product. The product is: [CH2:1]([C:8]1[CH:13]=[CH:12][CH:11]=[CH:10][C:9]=1[NH2:14])[C:2]1[CH:3]=[CH:4][CH:5]=[CH:6][CH:7]=1. (4) The product is: [CH2:1]([S:13][C:14]1[S:18][C:17]([S:19][C:23]2[C:24]([C:29]#[N:30])=[N:25][CH:26]=[CH:27][N:28]=2)=[N:16][N:15]=1)[CH2:2][CH2:3][CH2:4][CH2:5][CH2:6][CH2:7][CH2:8][CH2:9][CH2:10][CH2:11][CH3:12]. Given the reactants [CH2:1]([S:13][C:14]1[S:18][C:17]([SH:19])=[N:16][N:15]=1)[CH2:2][CH2:3][CH2:4][CH2:5][CH2:6][CH2:7][CH2:8][CH2:9][CH2:10][CH2:11][CH3:12].[H-].[Na+].Cl[C:23]1[C:24]([C:29]#[N:30])=[N:25][CH:26]=[CH:27][N:28]=1, predict the reaction product.